Dataset: Forward reaction prediction with 1.9M reactions from USPTO patents (1976-2016). Task: Predict the product of the given reaction. (1) Given the reactants [CH3:1][O:2][N:3]=[C:4]([CH2:16][O:17][C:18]1[CH:23]=[CH:22][CH:21]=[C:20]([C:24]([F:27])([F:26])[F:25])[CH:19]=1)[CH2:5][N:6]1[C:14]2[C:9](=[CH:10][C:11]([NH2:15])=[CH:12][CH:13]=2)[CH2:8][CH2:7]1, predict the reaction product. The product is: [CH2:5]([N:6]([CH3:14])[CH:7]=[N:15][C:11]1[CH:10]=[C:9]2[C:14](=[CH:13][CH:12]=1)[N:6]([CH2:5][C:4](=[N:3][O:2][CH3:1])[CH2:16][O:17][C:18]1[CH:23]=[CH:22][CH:21]=[C:20]([C:24]([F:25])([F:27])[F:26])[CH:19]=1)[CH2:7][CH2:8]2)[CH3:4]. (2) Given the reactants [O:1]1[CH2:4][C:3](=O)[CH2:2]1.[Si:6]([O:13][CH2:14][CH2:15][NH2:16])([C:9]([CH3:12])([CH3:11])[CH3:10])([CH3:8])[CH3:7], predict the reaction product. The product is: [Si:6]([O:13][CH2:14][CH2:15][NH:16][CH:3]1[CH2:2][O:1][CH2:4]1)([C:9]([CH3:11])([CH3:12])[CH3:10])([CH3:8])[CH3:7]. (3) Given the reactants [OH-].[OH-].[C:3]1([B+2])[CH:8]=[CH:7][CH:6]=[CH:5][CH:4]=1.[F-].[K+].Br[C:13]1[S:14][CH:15]=[CH:16][CH:17]=1, predict the reaction product. The product is: [C:3]1([C:13]2[S:14][CH:15]=[CH:16][CH:17]=2)[CH:8]=[CH:7][CH:6]=[CH:5][CH:4]=1.